Dataset: Forward reaction prediction with 1.9M reactions from USPTO patents (1976-2016). Task: Predict the product of the given reaction. (1) Given the reactants [Cl:1][C:2]1[C:10]2[C:5](=[CH:6][C:7]([S:11]([N:14]3[CH2:19][C:18](=[O:20])[N:17]([CH2:21][CH:22]4[CH2:27][CH2:26][N:25]([C:28]5[CH:33]=[CH:32][C:31](=[O:34])[N:30]([CH3:35])[N:29]=5)[CH2:24][CH2:23]4)[CH:16]([C:36](O)=[O:37])[CH2:15]3)(=[O:13])=[O:12])=[CH:8][CH:9]=2)[NH:4][CH:3]=1.[CH:39]([N:42](C(C)C)CC)([CH3:41])[CH3:40].F[B-](F)(F)F.N1(OC(N(C)C)=[N+](C)C)C2C=CC=CC=2N=N1.C(NC(C)C)(C)C.C(N)(C)C, predict the reaction product. The product is: [CH:39]([NH:42][C:36]([C@@H:16]1[CH2:15][N:14]([S:11]([C:7]2[CH:6]=[C:5]3[C:10]([C:2]([Cl:1])=[CH:3][NH:4]3)=[CH:9][CH:8]=2)(=[O:13])=[O:12])[CH2:19][C:18](=[O:20])[N:17]1[CH2:21][CH:22]1[CH2:23][CH2:24][N:25]([C:28]2[CH:33]=[CH:32][C:31](=[O:34])[N:30]([CH3:35])[N:29]=2)[CH2:26][CH2:27]1)=[O:37])([CH3:41])[CH3:40]. (2) Given the reactants [C:1]([O:11][CH2:12][CH3:13])(=[O:10])[CH:2]([C:4]1[CH:9]=[CH:8][CH:7]=[CH:6][CH:5]=1)[OH:3].[CH2:14](O)[CH2:15][CH2:16]CC.C1(C)C=CC(S(O)(=O)=O)=CC=1, predict the reaction product. The product is: [C:1]([O:11][CH2:12][CH2:13][CH2:14][CH2:15][CH3:16])(=[O:10])[CH:2]([C:4]1[CH:9]=[CH:8][CH:7]=[CH:6][CH:5]=1)[OH:3]. (3) Given the reactants [Cl:1][C:2]1[C:3](I)=[C:4]([CH:6]=[CH:7][CH:8]=1)[NH2:5].C1CCC(P(C2C(C3C=CC=CC=3)=CC=CC=2)C2CCCCC2)CC1.C(N(CC)CC)C.CC1(C)C(C)(C)OBO1.Br[C:52]1[CH:59]=[CH:58][CH:57]=[CH:56][C:53]=1[C:54]#[N:55].COC1C=CC=C(OC)C=1C1C=CC=CC=1P(C1CCCCC1)C1CCCCC1.C(=O)([O-])[O-].[K+].[K+].[H-].[Na+], predict the reaction product. The product is: [Cl:1][C:2]1[C:3]2[C:4](=[N:5][C:54]([NH2:55])=[C:53]3[C:56]=2[CH:57]=[CH:58][CH:59]=[CH:52]3)[CH:6]=[CH:7][CH:8]=1. (4) Given the reactants [O:1]1[CH2:6][CH2:5][CH:4]([CH:7]2[CH2:12][C:11](=[O:13])[CH2:10][C:9](=[O:14])[CH2:8]2)[CH2:3][CH2:2]1.C1(C)C=CC=CC=1.C([O-])(=O)C.C([O-])(=O)C.C([O-])(=O)C.[CH3:34][C:35]1[C:40]([Pb+3])=[C:39]([CH3:42])[CH:38]=[C:37]([C:43]2[CH:48]=[CH:47][CH:46]=[CH:45][CH:44]=2)[CH:36]=1.Cl, predict the reaction product. The product is: [CH3:34][C:35]1[C:40]([CH:10]2[C:11](=[O:13])[CH2:12][CH:7]([CH:4]3[CH2:3][CH2:2][O:1][CH2:6][CH2:5]3)[CH2:8][C:9]2=[O:14])=[C:39]([CH3:42])[CH:38]=[C:37]([C:43]2[CH:48]=[CH:47][CH:46]=[CH:45][CH:44]=2)[CH:36]=1. (5) The product is: [F:1][C:2]1[CH:3]=[C:4]([C:9]2[CH:14]=[CH:13][C:12]([CH2:15][CH2:16][C@H:17]3[C@@H:18]([CH2:27][CH2:28][N:29]4[C:30](=[O:39])[C:31]5[C:36](=[CH:35][CH:34]=[CH:33][CH:32]=5)[C:37]4=[O:38])[C@@H:19]([OH:23])[C@@H:20]([OH:21])[O:26]3)=[CH:11][CH:10]=2)[CH:5]=[CH:6][C:7]=1[CH3:8]. Given the reactants [F:1][C:2]1[CH:3]=[C:4]([C:9]2[CH:14]=[CH:13][C:12]([CH2:15][CH2:16][C@@H:17]3[O:26][C@@H:20]4[O:21]C(C)(C)[O:23][C@@H:19]4[C@@H:18]3[CH2:27][CH2:28][N:29]3[C:37](=[O:38])[C:36]4[C:31](=[CH:32][CH:33]=[CH:34][CH:35]=4)[C:30]3=[O:39])=[CH:11][CH:10]=2)[CH:5]=[CH:6][C:7]=1[CH3:8].Cl(O)(=O)(=O)=O, predict the reaction product. (6) Given the reactants [O:1]1[C:5]2([CH2:10][CH2:9][C:8](=O)[CH2:7][CH2:6]2)[O:4][CH2:3][CH2:2]1.[CH:12]1C=CC=CC=1.C(OCC)C, predict the reaction product. The product is: [CH2:12]=[C:8]1[CH2:9][CH2:10][C:5]2([O:4][CH2:3][CH2:2][O:1]2)[CH2:6][CH2:7]1.